This data is from Reaction yield outcomes from USPTO patents with 853,638 reactions. The task is: Predict the reaction yield, written as a fraction of the theoretical maximum amount of product (1.0 means a 100% yield; for example, 0.34 means a 34% yield). (1) The reactants are [C:1]([C:4]1[C:22](=[O:23])[C@@:8]2([CH3:24])[C:9]3[C:15]([OH:16])=[CH:14][C:13]([O:17][CH3:18])=[C:12]([C:19]([NH2:21])=[O:20])[C:10]=3[O:11][C:7]2=[CH:6][C:5]=1[OH:25])(=[O:3])[CH3:2].[F:26][C:27]1[CH:34]=[C:33]([F:35])[CH:32]=[CH:31][C:28]=1[CH:29]=O.C([SiH](CC)CC)C.FC(F)(F)C(O)=O. The catalyst is C1(C)C=CC=CC=1. The product is [C:1]([C:4]1[C:22](=[O:23])[C@@:8]2([CH3:24])[C:9]3[C:15]([OH:16])=[CH:14][C:13]([O:17][CH3:18])=[C:12]([C:19]([NH:21][CH2:29][C:28]4[CH:31]=[CH:32][C:33]([F:35])=[CH:34][C:27]=4[F:26])=[O:20])[C:10]=3[O:11][C:7]2=[CH:6][C:5]=1[OH:25])(=[O:3])[CH3:2]. The yield is 0.430. (2) The yield is 0.534. The reactants are [NH2:1][C:2]1[C:3]([C:7](=[N:9][OH:10])N)=[N:4][O:5][N:6]=1.[ClH:11].[Cl-].[Na+].N([O-])=O.[Na+]. The catalyst is O.C(O)(=O)C. The product is [NH2:1][C:2]1[C:3]([C:7]([Cl:11])=[N:9][OH:10])=[N:4][O:5][N:6]=1. (3) The reactants are [CH3:1][C:2]1[CH:7]=[C:6]([N+:8]([O-])=O)[C:5]([O:11][CH3:12])=[CH:4][C:3]=1[N:13]1[CH2:18][CH2:17][CH:16]([CH2:19][CH2:20][S:21]([CH3:24])(=[O:23])=[O:22])[CH2:15][CH2:14]1. The catalyst is CCOC(C)=O.CO.[Pt]. The product is [CH3:1][C:2]1[C:3]([N:13]2[CH2:18][CH2:17][CH:16]([CH2:19][CH2:20][S:21]([CH3:24])(=[O:22])=[O:23])[CH2:15][CH2:14]2)=[CH:4][C:5]([O:11][CH3:12])=[C:6]([CH:7]=1)[NH2:8]. The yield is 0.820.